Task: Predict the reactants needed to synthesize the given product.. Dataset: Full USPTO retrosynthesis dataset with 1.9M reactions from patents (1976-2016) (1) Given the product [C:1]([C:5]1[CH:10]=[CH:9][C:8]([CH:11]([C:13]2[CH:14]=[CH:15][C:16]([O:19][C:20]3[C:29]4[C:24](=[CH:25][C:26]([O:32][CH3:33])=[C:27]([O:30][CH3:31])[CH:28]=4)[N:23]=[CH:22][CH:21]=3)=[CH:17][CH:18]=2)[OH:12])=[CH:7][CH:6]=1)([CH3:4])([CH3:2])[CH3:3], predict the reactants needed to synthesize it. The reactants are: [C:1]([C:5]1[CH:10]=[CH:9][C:8]([C:11]([C:13]2[CH:18]=[CH:17][C:16]([O:19][C:20]3[C:29]4[C:24](=[CH:25][C:26]([O:32][CH3:33])=[C:27]([O:30][CH3:31])[CH:28]=4)[N:23]=[CH:22][CH:21]=3)=[CH:15][CH:14]=2)=[O:12])=[CH:7][CH:6]=1)([CH3:4])([CH3:3])[CH3:2].B.[Na].C(O)C. (2) Given the product [CH3:1][O:2][C:3](=[O:30])[C:4]1[CH:9]=[CH:8][C:7]([C:10]2[CH:14]([S:42]([CH3:32])(=[O:45])=[O:43])[C:13]([C:21]3[CH:22]=[C:23]([Cl:28])[CH:24]=[C:25]([Cl:27])[CH:26]=3)([C:17]([F:20])([F:19])[F:18])[O:12][N:11]=2)=[CH:6][C:5]=1[CH3:29], predict the reactants needed to synthesize it. The reactants are: [CH3:1][O:2][C:3](=[O:30])[C:4]1[CH:9]=[CH:8][C:7]([C:10]2[CH:14](SC)[C:13]([C:21]3[CH:26]=[C:25]([Cl:27])[CH:24]=[C:23]([Cl:28])[CH:22]=3)([C:17]([F:20])([F:19])[F:18])[O:12][N:11]=2)=[CH:6][C:5]=1[CH3:29].Cl[C:32]1C=C(C=CC=1)C(OO)=O.[S:42](S([O-])=O)([O-:45])(=O)=[O:43].[Na+].[Na+]. (3) The reactants are: [CH3:1][O:2][C:3]1[CH:10]=[CH:9][CH:8]=[CH:7][C:4]=1[CH2:5][NH2:6].Cl[S:12]([C:15]1[CH:20]=[CH:19][C:18]([CH2:21][C:22]([OH:24])=[O:23])=[CH:17][CH:16]=1)(=[O:14])=[O:13]. Given the product [CH3:1][O:2][C:3]1[CH:10]=[CH:9][CH:8]=[CH:7][C:4]=1[CH2:5][NH:6][S:12]([C:15]1[CH:16]=[CH:17][C:18]([CH2:21][C:22]([OH:24])=[O:23])=[CH:19][CH:20]=1)(=[O:14])=[O:13], predict the reactants needed to synthesize it. (4) Given the product [NH2:8][C:9]1[N:14]=[C:13]([C:15]2[CH:24]=[C:23]3[C:18]([CH2:19][CH2:20][N:21]([C:25]([O:27][CH:28]4[CH2:33][CH2:32][N:31]([C:2]([O:4][CH2:5][CH3:6])=[O:3])[CH2:30][CH2:29]4)=[O:26])[CH2:22]3)=[CH:17][CH:16]=2)[CH:12]=[C:11]([N:34]2[CH2:39][CH2:38][N:37]([CH3:40])[CH2:36][CH2:35]2)[N:10]=1, predict the reactants needed to synthesize it. The reactants are: Cl[C:2]([O:4][CH2:5][CH3:6])=[O:3].Cl.[NH2:8][C:9]1[N:14]=[C:13]([C:15]2[CH:24]=[C:23]3[C:18]([CH2:19][CH2:20][N:21]([C:25]([O:27][CH:28]4[CH2:33][CH2:32][NH:31][CH2:30][CH2:29]4)=[O:26])[CH2:22]3)=[CH:17][CH:16]=2)[CH:12]=[C:11]([N:34]2[CH2:39][CH2:38][N:37]([CH3:40])[CH2:36][CH2:35]2)[N:10]=1. (5) Given the product [Cl:3][C:4]1[CH:12]=[CH:11][C:10]2[N:9]([CH2:21][CH:20]([C:22]3[CH:23]=[N:24][CH:25]=[CH:26][CH:27]=3)[OH:19])[C:8]3[CH2:13][CH2:14][N:15]([CH3:18])[CH2:16][CH2:17][C:7]=3[C:6]=2[CH:5]=1, predict the reactants needed to synthesize it. The reactants are: [H-].[Na+].[Cl:3][C:4]1[CH:12]=[CH:11][C:10]2[NH:9][C:8]3[CH2:13][CH2:14][N:15]([CH3:18])[CH2:16][CH2:17][C:7]=3[C:6]=2[CH:5]=1.[O:19]1[CH2:21][CH:20]1[C:22]1[CH:23]=[N:24][CH:25]=[CH:26][CH:27]=1. (6) Given the product [NH:21]1[C:29]2[C:24](=[CH:25][CH:26]=[CH:27][C:28]=2[O:30][CH2:16][CH2:15][CH2:14][O:13][C:10]2[CH:9]=[CH:8][C:7]([CH2:6][C@H:5]([O:18][CH3:19])[C:4]([OH:3])=[O:20])=[CH:12][CH:11]=2)[CH:23]=[CH:22]1, predict the reactants needed to synthesize it. The reactants are: C([O:3][C:4](=[O:20])[C@@H:5]([O:18][CH3:19])[CH2:6][C:7]1[CH:12]=[CH:11][C:10]([O:13][CH2:14][CH2:15][CH2:16]Br)=[CH:9][CH:8]=1)C.[NH:21]1[C:29]2[C:24](=[CH:25][CH:26]=[CH:27][C:28]=2[OH:30])[CH:23]=[CH:22]1.[OH-].[Na+]. (7) Given the product [F:1][C:2]1[CH:9]=[CH:8][CH:7]=[C:6]([I:10])[C:3]=1[CH:4]=[O:29], predict the reactants needed to synthesize it. The reactants are: [F:1][C:2]1[CH:9]=[CH:8][CH:7]=[C:6]([I:10])[C:3]=1[C:4]#N.[H-].C([Al+]CC(C)C)C(C)C.C1(C)C=CC=CC=1.S(=O)(=O)(O)[OH:29]. (8) Given the product [C:19]([O:22][CH:23]1[C:24]([O:68][CH:69]([O:71][CH2:72][CH3:73])[CH3:70])([CH3:67])[CH2:25][CH2:26][CH:27]([OH:59])[CH2:28][C:29]([O:31][CH:32](/[C:37](/[CH3:58])=[CH:38]/[CH:39]=[CH:40]/[CH:41]([CH3:57])[CH2:42][CH:43]2[O:56][CH:44]2[CH:45]([CH3:55])[CH:46]([O:49][CH:50]([O:52][CH2:53][CH3:54])[CH3:51])[CH2:47][CH3:48])[CH:33]([CH3:36])[CH:34]=[CH:35]1)=[O:30])(=[O:21])[CH3:20], predict the reactants needed to synthesize it. The reactants are: [F-].C([N+](CCCC)(CCCC)CCCC)CCC.[C:19]([O:22][CH:23]1[C:24]([O:68][CH:69]([O:71][CH2:72][CH3:73])[CH3:70])([CH3:67])[CH2:25][CH2:26][CH:27]([O:59][Si](C(C)(C)C)(C)C)[CH2:28][C:29]([O:31][CH:32](/[C:37](/[CH3:58])=[CH:38]/[CH:39]=[CH:40]/[CH:41]([CH3:57])[CH2:42][CH:43]2[O:56][CH:44]2[CH:45]([CH3:55])[CH:46]([O:49][CH:50]([O:52][CH2:53][CH3:54])[CH3:51])[CH2:47][CH3:48])[CH:33]([CH3:36])[CH:34]=[CH:35]1)=[O:30])(=[O:21])[CH3:20]. (9) Given the product [C:1]([O:5][C:6]([N:8]1[CH2:13][CH2:12][N:11]([C:14]2[C:23]3[C:18](=[CH:19][C:20]([Cl:24])=[CH:21][CH:22]=3)[N:17]=[C:16]([NH:34][CH:28]3[CH2:33][CH2:32][CH2:31][CH2:30][CH2:29]3)[CH:15]=2)[CH2:10][CH2:9]1)=[O:7])([CH3:4])([CH3:3])[CH3:2], predict the reactants needed to synthesize it. The reactants are: [C:1]([O:5][C:6]([N:8]1[CH2:13][CH2:12][N:11]([C:14]2[C:23]3[C:18](=[CH:19][C:20]([Cl:24])=[CH:21][CH:22]=3)[NH:17][C:16](=O)[CH:15]=2)[CH2:10][CH2:9]1)=[O:7])([CH3:4])([CH3:3])[CH3:2].[H-].[Na+].[CH:28]1([NH2:34])[CH2:33][CH2:32][CH2:31][CH2:30][CH2:29]1.